From a dataset of CYP3A4 inhibition data for predicting drug metabolism from PubChem BioAssay. Regression/Classification. Given a drug SMILES string, predict its absorption, distribution, metabolism, or excretion properties. Task type varies by dataset: regression for continuous measurements (e.g., permeability, clearance, half-life) or binary classification for categorical outcomes (e.g., BBB penetration, CYP inhibition). Dataset: cyp3a4_veith. (1) The drug is O=C(c1csnn1)N1CCC2(CC1)CN(Cc1cc(C(F)(F)F)cc(C(F)(F)F)c1)C2. The result is 0 (non-inhibitor). (2) The molecule is O=S1(=O)C=C(SCc2cccc(Cl)c2)Nc2ccccc21. The result is 1 (inhibitor).